This data is from Catalyst prediction with 721,799 reactions and 888 catalyst types from USPTO. The task is: Predict which catalyst facilitates the given reaction. Reactant: [CH3:1][N:2]([CH3:26])[C:3]1[N:8]=[C:7]([CH2:9][CH2:10][CH2:11][CH2:12][CH2:13][CH2:14][CH2:15][CH2:16][CH2:17][CH2:18][O:19]COC)[C:6]([OH:23])=[C:5]([O:24][CH3:25])[CH:4]=1.Cl.[NH4+].[OH-]. Product: [CH3:26][N:2]([CH3:1])[C:3]1[N:8]=[C:7]([CH2:9][CH2:10][CH2:11][CH2:12][CH2:13][CH2:14][CH2:15][CH2:16][CH2:17][CH2:18][OH:19])[C:6]([OH:23])=[C:5]([O:24][CH3:25])[CH:4]=1. The catalyst class is: 5.